Task: Predict the product of the given reaction.. Dataset: Forward reaction prediction with 1.9M reactions from USPTO patents (1976-2016) (1) The product is: [CH2:20]([O:12][C:11]1[CH:10]=[C:9]2[C:4]([CH2:5][CH2:6][CH:7]([C:13]([O:15][CH3:16])=[O:14])[O:8]2)=[CH:3][C:2]=1[Cl:1])[C:21]1[CH:26]=[CH:25][CH:24]=[CH:23][CH:22]=1. Given the reactants [Cl:1][C:2]1[CH:3]=[C:4]2[C:9](=[CH:10][C:11]=1[OH:12])[O:8][CH:7]([C:13]([O:15][CH2:16]C)=[O:14])[CH2:6][CH2:5]2.[H-].[Na+].[CH2:20](Br)[C:21]1[CH:26]=[CH:25][CH:24]=[CH:23][CH:22]=1, predict the reaction product. (2) Given the reactants CC([O-])(C)C.[K+].CCO[CH2:10][CH3:11].[F:12][C:13]1[CH:18]=[CH:17][C:16]([N:19]2[C:23]3=[N:24][C:25]4[CH2:26][CH2:27][CH2:28]C(=O)[C:30]=4[CH:31]=[C:22]3[CH:21]=[N:20]2)=[CH:15][CH:14]=1.O1CCOCC1, predict the reaction product. The product is: [F:12][C:13]1[CH:14]=[CH:15][C:16]([N:19]2[C:23]3=[N:24][C:25]4[CH2:26][CH2:27][CH2:28][C:10](=[CH2:11])[C:30]=4[CH:31]=[C:22]3[CH:21]=[N:20]2)=[CH:17][CH:18]=1. (3) Given the reactants [CH:1]1([C:4]([C:14]2[CH:19]=[CH:18][C:17]([C:20](=[O:26])[N:21]([CH2:24][CH3:25])[CH2:22][CH3:23])=[CH:16][CH:15]=2)([C:6]2[CH:11]=[CH:10][CH:9]=[C:8]([O:12][CH3:13])[CH:7]=2)O)[CH2:3][CH2:2]1.[BrH:27].O, predict the reaction product. The product is: [Br:27][CH2:3][CH2:2][CH:1]=[C:4]([C:14]1[CH:19]=[CH:18][C:17]([C:20](=[O:26])[N:21]([CH2:24][CH3:25])[CH2:22][CH3:23])=[CH:16][CH:15]=1)[C:6]1[CH:11]=[CH:10][CH:9]=[C:8]([O:12][CH3:13])[CH:7]=1.